Dataset: Reaction yield outcomes from USPTO patents with 853,638 reactions. Task: Predict the reaction yield, written as a fraction of the theoretical maximum amount of product (1.0 means a 100% yield; for example, 0.34 means a 34% yield). (1) The reactants are [C:1](Cl)(=[O:3])[CH3:2].[NH2:5][C:6]1[CH:15]=[C:14]2[C:9]([C:10](=[O:35])[N:11]([CH2:16][C:17]3([OH:34])[CH2:22][CH2:21][N:20]([C:23](=[O:33])[CH2:24][CH:25]([C:27]4[CH:32]=[CH:31][CH:30]=[CH:29][CH:28]=4)[CH3:26])[CH2:19][CH2:18]3)[CH:12]=[N:13]2)=[CH:8][CH:7]=1.CCN(C(C)C)C(C)C. The catalyst is ClCCCl.C(=O)(O)[O-].[Na+]. The product is [OH:34][C:17]1([CH2:16][N:11]2[C:10](=[O:35])[C:9]3[C:14](=[CH:15][C:6]([NH:5][C:1](=[O:3])[CH3:2])=[CH:7][CH:8]=3)[N:13]=[CH:12]2)[CH2:22][CH2:21][N:20]([C:23](=[O:33])[CH2:24][CH:25]([C:27]2[CH:28]=[CH:29][CH:30]=[CH:31][CH:32]=2)[CH3:26])[CH2:19][CH2:18]1. The yield is 0.110. (2) The reactants are [CH2:1]([NH:8][C:9](=[O:52])[C@@H:10]([OH:51])[CH:11]([NH:19][C:20](=[O:50])[C@@H:21]([NH:31][C:32](=[O:49])[C@@H:33]([NH:35][C:36](=[O:48])[CH2:37][N:38]1[C:43]2[CH:44]=[CH:45][CH:46]=[CH:47][C:42]=2[O:41][CH2:40][CH2:39]1)[CH3:34])[CH2:22][C:23]1[CH:28]=[CH:27][C:26]([O:29][CH3:30])=[CH:25][CH:24]=1)[CH2:12][C:13]1[CH:18]=[CH:17][CH:16]=[CH:15][CH:14]=1)[C:2]1[CH:7]=[CH:6][CH:5]=[CH:4][CH:3]=1.CC(OI1(OC(C)=O)(OC(C)=O)OC(=O)C2C=CC=CC1=2)=O. The catalyst is ClCCl. The product is [CH2:1]([NH:8][C:9](=[O:52])[C:10](=[O:51])[C@@H:11]([NH:19][C:20](=[O:50])[C@@H:21]([NH:31][C:32](=[O:49])[C@@H:33]([NH:35][C:36](=[O:48])[CH2:37][N:38]1[C:43]2[CH:44]=[CH:45][CH:46]=[CH:47][C:42]=2[O:41][CH2:40][CH2:39]1)[CH3:34])[CH2:22][C:23]1[CH:28]=[CH:27][C:26]([O:29][CH3:30])=[CH:25][CH:24]=1)[CH2:12][C:13]1[CH:14]=[CH:15][CH:16]=[CH:17][CH:18]=1)[C:2]1[CH:3]=[CH:4][CH:5]=[CH:6][CH:7]=1. The yield is 0.260. (3) The reactants are [H-].[Al+3].[Li+].[H-].[H-].[H-].[CH3:7][O:8][C:9]1[C:18]2[C:13](=[CH:14][CH:15]=[CH:16][CH:17]=2)[C:12]([O:19][CH3:20])=[CH:11][C:10]=1[C:21](OC)=[O:22]. The catalyst is C1COCC1. The product is [CH3:7][O:8][C:9]1[C:18]2[C:13](=[CH:14][CH:15]=[CH:16][CH:17]=2)[C:12]([O:19][CH3:20])=[CH:11][C:10]=1[CH2:21][OH:22]. The yield is 0.970. (4) The reactants are [CH:1]1([CH2:4][O:5][C:6]2[C:7]([OH:24])=[C:8]([C:14]3[CH:15]=[C:16]4[C:20](=[CH:21][CH:22]=3)[C:19](=[O:23])[O:18][CH2:17]4)[CH:9]=[CH:10][C:11]=2[O:12][CH3:13])[CH2:3][CH2:2]1.C(=O)([O-])[O-].[K+].[K+].[CH2:31](I)[CH3:32]. The catalyst is C(#N)C. The product is [CH:1]1([CH2:4][O:5][C:6]2[C:7]([O:24][CH2:31][CH3:32])=[C:8]([C:14]3[CH:15]=[C:16]4[C:20](=[CH:21][CH:22]=3)[C:19](=[O:23])[O:18][CH2:17]4)[CH:9]=[CH:10][C:11]=2[O:12][CH3:13])[CH2:3][CH2:2]1. The yield is 0.230. (5) The reactants are O.Cl[C:3](Cl)(Cl)[CH2:4][CH:5](Cl)OCC.Cl.[N:13]1[CH:18]=[CH:17][N:16]=[CH:15][C:14]=1[C:19]([NH2:21])=[NH:20].[F:22][CH:23]([F:32])[O:24][C:25]1[CH:30]=[C:29]([OH:31])[CH:28]=[CH:27][N:26]=1.C(=O)([O-])[O-].[K+].[K+].ClC(Cl)=CC=O. The catalyst is C(COC)OC.Cl.N1C=CN=CC=1C(N)=N. The product is [F:32][CH:23]([F:22])[O:24][C:25]1[CH:30]=[C:29]([O:31][C:3]2[CH:4]=[CH:5][N:21]=[C:19]([C:14]3[CH:15]=[N:16][CH:17]=[CH:18][N:13]=3)[N:20]=2)[CH:28]=[CH:27][N:26]=1. The yield is 0.820. (6) The yield is 0.540. The product is [Br:1][C:2]1[CH:10]=[CH:9][C:5]([C:6]([N:20]([CH3:21])[CH3:18])=[O:7])=[C:4]([F:11])[CH:3]=1. The reactants are [Br:1][C:2]1[CH:10]=[CH:9][C:5]([C:6](O)=[O:7])=[C:4]([F:11])[CH:3]=1.C(Cl)(=O)C(Cl)=O.[CH2:18]([N:20](CC)[CH2:21]C)C.CNC. The catalyst is CN(C=O)C.C(Cl)Cl. (7) The reactants are C(OC([C:6]1[N:7]([C@H:23]([CH3:33])[CH2:24][NH:25][C:26](OC(C)(C)C)=[O:27])[C:8]2[C:13]([CH:14]=1)=[CH:12][C:11]([O:15][Si](C(C)(C)C)(C)C)=[CH:10][CH:9]=2)=O)C.FC(F)(F)C(O)=O.C(=O)([O-])[O-].[K+].[K+]. The catalyst is ClCCl.O.C(OCC)(=O)C. The product is [OH:15][C:11]1[CH:10]=[CH:9][C:8]2[N:7]3[C@H:23]([CH3:33])[CH2:24][NH:25][C:26](=[O:27])[C:6]3=[CH:14][C:13]=2[CH:12]=1. The yield is 0.570. (8) The reactants are [CH2:1]([O:8][C:9]1[CH:14]=[CH:13][C:12](Br)=[CH:11][N:10]=1)[C:2]1[CH:7]=[CH:6][CH:5]=[CH:4][CH:3]=1.[CH:16]([N:19]1[CH2:24][CH2:23][N:22]([C:25]([O:27][CH:28]2[CH2:33][CH2:32][NH:31][CH2:30][CH2:29]2)=[O:26])[CH2:21][CH2:20]1)([CH3:18])[CH3:17].C1C=CC(P(C2C(C3C(P(C4C=CC=CC=4)C4C=CC=CC=4)=CC=C4C=3C=CC=C4)=C3C(C=CC=C3)=CC=2)C2C=CC=CC=2)=CC=1.CC([O-])(C)C.[K+]. The catalyst is C1(C)C=CC=CC=1.CC(=O)OCC.C1C=CC(/C=C/C(/C=C/C2C=CC=CC=2)=O)=CC=1.C1C=CC(/C=C/C(/C=C/C2C=CC=CC=2)=O)=CC=1.C1C=CC(/C=C/C(/C=C/C2C=CC=CC=2)=O)=CC=1.[Pd].[Pd]. The product is [CH:16]([N:19]1[CH2:24][CH2:23][N:22]([C:25]([O:27][CH:28]2[CH2:29][CH2:30][N:31]([C:12]3[CH:11]=[N:10][C:9]([O:8][CH2:1][C:2]4[CH:7]=[CH:6][CH:5]=[CH:4][CH:3]=4)=[CH:14][CH:13]=3)[CH2:32][CH2:33]2)=[O:26])[CH2:21][CH2:20]1)([CH3:18])[CH3:17]. The yield is 0.200.